Dataset: Catalyst prediction with 721,799 reactions and 888 catalyst types from USPTO. Task: Predict which catalyst facilitates the given reaction. (1) Reactant: [H-].[Na+].[CH3:3][C:4]1([CH3:22])[C:8]([CH3:10])([CH3:9])[O:7][B:6]([C:11]2[CH:12]=[C:13]3[C:18](=[CH:19][CH:20]=2)[C:17](=[O:21])[NH:16][CH2:15][CH2:14]3)[O:5]1.[CH3:23]I. Product: [CH3:23][N:16]1[CH2:15][CH2:14][C:13]2[C:18](=[CH:19][CH:20]=[C:11]([B:6]3[O:5][C:4]([CH3:22])([CH3:3])[C:8]([CH3:9])([CH3:10])[O:7]3)[CH:12]=2)[C:17]1=[O:21]. The catalyst class is: 9. (2) Reactant: C([O:3][C:4](=[O:38])[CH2:5][O:6][C:7]1[CH:12]=[C:11]([CH3:13])[C:10]([C:14]2[CH:19]=[CH:18][CH:17]=[C:16]([CH2:20][O:21][C:22]3[CH:27]=[CH:26][C:25]([CH2:28][N:29]4[C:33](=[O:34])[NH:32][C:31](=[O:35])[O:30]4)=[CH:24][CH:23]=3)[C:15]=2[CH3:36])=[C:9]([CH3:37])[CH:8]=1)C.[OH-].[Na+]. Product: [O:34]=[C:33]1[NH:32][C:31](=[O:35])[O:30][N:29]1[CH2:28][C:25]1[CH:24]=[CH:23][C:22]([O:21][CH2:20][C:16]2[C:15]([CH3:36])=[C:14]([C:10]3[C:11]([CH3:13])=[CH:12][C:7]([O:6][CH2:5][C:4]([OH:38])=[O:3])=[CH:8][C:9]=3[CH3:37])[CH:19]=[CH:18][CH:17]=2)=[CH:27][CH:26]=1. The catalyst class is: 8. (3) The catalyst class is: 8. Product: [CH3:1][C:2]1[O:6][C:5]([C:7]2[CH:12]=[CH:11][CH:10]=[CH:9][CH:8]=2)=[N:4][C:3]=1[CH2:13][CH2:14][O:15][C:16]1[C:24]2[CH:23]=[CH:22][S:21][C:20]=2[C:19]([CH2:25][CH:26]2[S:30][C:29](=[O:31])[NH:28][C:27]2=[O:32])=[CH:18][CH:17]=1. Reactant: [CH3:1][C:2]1[O:6][C:5]([C:7]2[CH:12]=[CH:11][CH:10]=[CH:9][CH:8]=2)=[N:4][C:3]=1[CH2:13][CH2:14][O:15][C:16]1[C:24]2[CH:23]=[CH:22][S:21][C:20]=2[C:19]([CH:25]=[C:26]2[S:30][C:29](=[O:31])[NH:28][C:27]2=[O:32])=[CH:18][CH:17]=1.N1C=C(C(O)=O)C=C(C(O)=O)C=1.C1(C)C=C(C)C=C(C)C=1.C(N(CC)CC)C. (4) Reactant: [Br:1][C:2]1[CH:3]=[C:4]([C:11]([OH:13])=O)[CH:5]=[C:6]([CH:10]=1)[C:7]([OH:9])=O.S(Cl)(Cl)=O.[Br:18][C:19]1[CH:25]=[CH:24][CH:23]=[CH:22][C:20]=1[NH2:21]. Product: [Br:1][C:2]1[CH:10]=[C:6]([C:7]([NH:21][C:20]2[CH:22]=[CH:23][CH:24]=[CH:25][C:19]=2[Br:18])=[O:9])[CH:5]=[C:4]([CH:3]=1)[C:11]([NH:21][C:20]1[CH:22]=[CH:23][CH:24]=[CH:25][C:19]=1[Br:18])=[O:13]. The catalyst class is: 338. (5) Reactant: [Cl:1][C:2]1[CH:3]=[CH:4][C:5]([CH2:15][CH3:16])=[C:6]([N:8]2[CH:12]=[CH:11][CH:10]=[C:9]2[C:13]#[N:14])[CH:7]=1.C1C(=O)N([Br:24])C(=O)C1. Product: [Br:24][C:11]1[CH:10]=[C:9]([C:13]#[N:14])[N:8]([C:6]2[CH:7]=[C:2]([Cl:1])[CH:3]=[CH:4][C:5]=2[CH2:15][CH3:16])[CH:12]=1. The catalyst class is: 1. (6) Reactant: O.S(=O)(=O)(O)O.[Cl:7][C:8]1[CH:14]=[CH:13][C:12]([SH:15])=[CH:11][C:9]=1[NH2:10].[C:16]1([C:22](O)([CH3:24])[CH3:23])[CH:21]=[CH:20][CH:19]=[CH:18][CH:17]=1. Product: [Cl:7][C:8]1[CH:14]=[CH:13][C:12]([S:15][C:22]([CH3:24])([C:16]2[CH:21]=[CH:20][CH:19]=[CH:18][CH:17]=2)[CH3:23])=[CH:11][C:9]=1[NH2:10]. The catalyst class is: 7. (7) Reactant: [OH:1][C:2]1[CH:11]=[C:10]2[C:5]([C:6]([O:12][C:13]3[C:14]([CH3:23])=[N:15][C:16]4[C:21]([CH:22]=3)=[CH:20][CH:19]=[CH:18][N:17]=4)=[CH:7][CH:8]=[N:9]2)=[CH:4][C:3]=1[O:24][CH3:25].C1(P(C2C=CC=CC=2)C2C=CC=CC=2)C=CC=CC=1.CC1(C)[O:51][CH2:50][CH:49]([CH2:52]O)[CH2:48][O:47]1.S(=O)(=O)(O)O.[OH-].[Na+]. Product: [CH3:25][O:24][C:3]1[CH:4]=[C:5]2[C:10](=[CH:11][C:2]=1[O:1][CH2:52][CH:49]([CH2:50][OH:51])[CH2:48][OH:47])[N:9]=[CH:8][CH:7]=[C:6]2[O:12][C:13]1[C:14]([CH3:23])=[N:15][C:16]2[C:21]([CH:22]=1)=[CH:20][CH:19]=[CH:18][N:17]=2. The catalyst class is: 30. (8) Reactant: [OH-].[K+].[CH:3]12[N:10]([C:11]([O:13][C:14]([CH3:17])([CH3:16])[CH3:15])=[O:12])[CH:7]([CH2:8][CH2:9]1)[CH2:6][CH2:5][CH:4]2[C:18]([O:20]C)=[O:19].Cl. Product: [C:14]([O:13][C:11]([N:10]1[CH:7]2[CH2:8][CH2:9][CH:3]1[CH:4]([C:18]([OH:20])=[O:19])[CH2:5][CH2:6]2)=[O:12])([CH3:17])([CH3:15])[CH3:16]. The catalyst class is: 24. (9) Reactant: C([NH:4][C:5]1[N:10]=[C:9]([C:11]2[O:15][N:14]=[C:13]([C:16]3[CH:21]=[CH:20][C:19]([S:22]([NH:25][C:26]4[CH:27]=[C:28]([NH:32][C:33](=[O:39])[C:34]([CH3:38])([CH3:37])[CH2:35][F:36])[CH:29]=[CH:30][CH:31]=4)(=[O:24])=[O:23])=[CH:18][CH:17]=3)[N:12]=2)[CH:8]=[CH:7][CH:6]=1)(=O)C.Cl. Product: [NH2:4][C:5]1[N:10]=[C:9]([C:11]2[O:15][N:14]=[C:13]([C:16]3[CH:17]=[CH:18][C:19]([S:22]([NH:25][C:26]4[CH:27]=[C:28]([NH:32][C:33](=[O:39])[C:34]([CH3:37])([CH3:38])[CH2:35][F:36])[CH:29]=[CH:30][CH:31]=4)(=[O:23])=[O:24])=[CH:20][CH:21]=3)[N:12]=2)[CH:8]=[CH:7][CH:6]=1. The catalyst class is: 6.